From a dataset of Rat liver microsome stability data. Regression/Classification. Given a drug SMILES string, predict its absorption, distribution, metabolism, or excretion properties. Task type varies by dataset: regression for continuous measurements (e.g., permeability, clearance, half-life) or binary classification for categorical outcomes (e.g., BBB penetration, CYP inhibition). Dataset: rlm. The result is 0 (unstable in rat liver microsomes). The compound is O=C(O)c1cccc(-c2noc(-c3ccccc3F)n2)c1.